From a dataset of Forward reaction prediction with 1.9M reactions from USPTO patents (1976-2016). Predict the product of the given reaction. (1) Given the reactants [O:1]1[CH2:6][CH2:5][CH:4]([O:7][CH2:8][CH2:9][O:10][CH:11]2[CH2:16][CH2:15][N:14]([C:17]3[CH:18]=[N:19][CH:20]=[C:21]4[C:26]=3[N:25]=[C:24]([C:27]([NH2:29])=[O:28])[CH:23]=[CH:22]4)[CH2:13][CH2:12]2)[CH2:3][CH2:2]1.[ClH:30].O1CCOCC1, predict the reaction product. The product is: [ClH:30].[O:1]1[CH2:6][CH2:5][CH:4]([O:7][CH2:8][CH2:9][O:10][CH:11]2[CH2:12][CH2:13][N:14]([C:17]3[CH:18]=[N:19][CH:20]=[C:21]4[C:26]=3[N:25]=[C:24]([C:27]([NH2:29])=[O:28])[CH:23]=[CH:22]4)[CH2:15][CH2:16]2)[CH2:3][CH2:2]1. (2) Given the reactants [CH:1]1([CH2:5][N:6]2[CH2:11][CH2:10][NH:9][CH2:8][CH2:7]2)[CH2:4][CH2:3][CH2:2]1.[Br:12][C:13]1[C:14](Cl)=[C:15]([N+:20]([O-:22])=[O:21])[C:16]([NH2:19])=[N:17][CH:18]=1, predict the reaction product. The product is: [Br:12][C:13]1[C:14]([N:9]2[CH2:8][CH2:7][N:6]([CH2:5][CH:1]3[CH2:2][CH2:3][CH2:4]3)[CH2:11][CH2:10]2)=[C:15]([N+:20]([O-:22])=[O:21])[C:16]([NH2:19])=[N:17][CH:18]=1. (3) Given the reactants [N:1]([O-:3])=O.[CH3:4][O:5][C:6]1[CH:15]=[C:14]2[C:9]([CH2:10][CH2:11][C:12](=[O:16])[CH2:13]2)=[CH:8][CH:7]=1.Cl.C(=O)(O)[O-].[Na+], predict the reaction product. The product is: [CH3:4][O:5][C:6]1[CH:15]=[C:14]2[C:9]([CH2:10][CH2:11][C:12](=[O:16])[C:13]2=[N:1][OH:3])=[CH:8][CH:7]=1. (4) The product is: [F:1][C:2]1[CH:3]=[C:4]([CH:28]=[CH:29][C:30]=1[F:31])[C:5]([N:7]1[CH2:20][C:19]([CH3:22])([CH3:21])[C:18]2[C:17]3[CH:16]=[CH:15][CH:14]=[CH:13][C:12]=3[NH:11][C:10]=2[C:9]([C:23]([O:25][CH:26]([CH3:32])[CH3:27])=[O:24])=[CH:8]1)=[O:6]. Given the reactants [F:1][C:2]1[CH:3]=[C:4]([CH:28]=[CH:29][C:30]=1[F:31])[C:5]([N:7]1[CH2:20][C:19]([CH3:22])([CH3:21])[C:18]2[C:17]3[CH:16]=[CH:15][CH:14]=[CH:13][C:12]=3[NH:11][C:10]=2[CH:9]([C:23]([O:25][CH2:26][CH3:27])=[O:24])[CH2:8]1)=[O:6].[CH:32](O)(C)C, predict the reaction product. (5) Given the reactants Cl.[NH2:2][C:3]1[C:4]2[C:14]([O:15][CH2:16][C:17]([NH2:20])([CH3:19])[CH3:18])=[CH:13][CH:12]=[CH:11][C:5]=2[NH:6][S:7](=[O:10])(=[O:9])[N:8]=1.Cl.[CH3:22][N:23]([CH3:33])[C:24]1[CH:25]=[C:26]([CH:30]=[CH:31][N:32]=1)[C:27](O)=[O:28], predict the reaction product. The product is: [NH2:2][C:3]1[C:4]2[C:14]([O:15][CH2:16][C:17]([NH:20][C:27](=[O:28])[C:26]3[CH:30]=[CH:31][N:32]=[C:24]([N:23]([CH3:22])[CH3:33])[CH:25]=3)([CH3:18])[CH3:19])=[CH:13][CH:12]=[CH:11][C:5]=2[NH:6][S:7](=[O:10])(=[O:9])[N:8]=1. (6) Given the reactants [NH2:1][C:2]1[CH:3]=[C:4]2[C:8](=[N:9][CH:10]=1)N[CH:6]=[CH:5]2.[F:11][C:12]1[C:20]([N+:21]([O-:23])=[O:22])=CC=[C:17]([F:24])[C:13]=1[C:14](O)=[O:15].C[CH2:26][N:27]=C=NCCCN(C)C.C1C=CC2N(O)N=[N:42]C=2C=1.O, predict the reaction product. The product is: [F:24][C:17]1[C:5]([C:4]2[CH:3]=[C:2]3[N:1]=[CH:26][NH:27][C:10]3=[N:9][CH:8]=2)=[CH:6][C:20]([N+:21]([O-:23])=[O:22])=[C:12]([F:11])[C:13]=1[C:14]([NH2:42])=[O:15]. (7) Given the reactants [OH:1][CH:2]([C:5]1[CH:6]=[C:7]([NH:11][C:12](=[O:21])[O:13][CH2:14][C:15]2[CH:20]=[CH:19][CH:18]=[CH:17][CH:16]=2)[CH:8]=[CH:9][CH:10]=1)[CH2:3][OH:4].N1C=CN=C1.[CH3:27][C:28]([Si:31](Cl)([CH3:33])[CH3:32])([CH3:30])[CH3:29], predict the reaction product. The product is: [Si:31]([O:4][CH2:3][CH:2]([C:5]1[CH:6]=[C:7]([NH:11][C:12](=[O:21])[O:13][CH2:14][C:15]2[CH:16]=[CH:17][CH:18]=[CH:19][CH:20]=2)[CH:8]=[CH:9][CH:10]=1)[OH:1])([C:28]([CH3:30])([CH3:29])[CH3:27])([CH3:33])[CH3:32]. (8) Given the reactants N([O-])=O.[Na+].N[C:6]1[CH:7]=[CH:8][C:9]([F:16])=[C:10]([NH:12]C(=O)C)[CH:11]=1.S(=O)(=O)(O)[OH:18].NC(N)=O.[OH-].[Na+], predict the reaction product. The product is: [NH2:12][C:10]1[CH:11]=[C:6]([OH:18])[CH:7]=[CH:8][C:9]=1[F:16]. (9) Given the reactants C(O[C:4]([CH:6]1[CH2:11][CH2:10][CH2:9][N:8]([CH2:12][C:13]2[CH:18]=[CH:17][C:16]([O:19][CH3:20])=[CH:15][CH:14]=2)[CH2:7]1)=[O:5])C.C1COCC1.Cl.[CH3:27][NH:28][O:29][CH3:30].C([Mg]Cl)(C)C, predict the reaction product. The product is: [CH3:30][O:29][N:28]([CH3:27])[C:4]([CH:6]1[CH2:11][CH2:10][CH2:9][N:8]([CH2:12][C:13]2[CH:14]=[CH:15][C:16]([O:19][CH3:20])=[CH:17][CH:18]=2)[CH2:7]1)=[O:5]. (10) Given the reactants [Cl:1][C:2]1[CH:3]=[C:4]([NH:8][C:9]2[CH:14]=[CH:13][N:12]3[N:15]=[CH:16][C:17]([CH:18]=O)=[C:11]3[N:10]=2)[CH:5]=[CH:6][CH:7]=1.[NH:20]1[C:25](=[O:26])[CH2:24][CH2:23][CH2:22][C:21]1=[O:27].N1CCCCC1, predict the reaction product. The product is: [Cl:1][C:2]1[CH:3]=[C:4]([NH:8][C:9]2[CH:14]=[CH:13][N:12]3[N:15]=[CH:16][C:17]([CH:18]=[C:22]4[CH2:23][CH2:24][C:25](=[O:26])[NH:20][C:21]4=[O:27])=[C:11]3[N:10]=2)[CH:5]=[CH:6][CH:7]=1.